Dataset: Full USPTO retrosynthesis dataset with 1.9M reactions from patents (1976-2016). Task: Predict the reactants needed to synthesize the given product. Given the product [Br:11][C:9]1[CH:8]=[C:4]([CH:3]=[C:2]([Br:1])[CH:10]=1)[C:5]([NH:26][CH:25]1[CH2:23][CH2:24]1)=[O:7], predict the reactants needed to synthesize it. The reactants are: [Br:1][C:2]1[CH:3]=[C:4]([CH:8]=[C:9]([Br:11])[CH:10]=1)[C:5]([OH:7])=O.CN(C(ON1N=NC2[CH:23]=[CH:24][CH:25]=[N:26]C1=2)=[N+](C)C)C.F[P-](F)(F)(F)(F)F.C1(N)CC1.CCN(C(C)C)C(C)C.